This data is from Peptide-MHC class II binding affinity with 134,281 pairs from IEDB. The task is: Regression. Given a peptide amino acid sequence and an MHC pseudo amino acid sequence, predict their binding affinity value. This is MHC class II binding data. The peptide sequence is AAAAGWQTLSAALDA. The MHC is DRB1_0802 with pseudo-sequence DRB1_0802. The binding affinity (normalized) is 0.505.